This data is from NCI-60 drug combinations with 297,098 pairs across 59 cell lines. The task is: Regression. Given two drug SMILES strings and cell line genomic features, predict the synergy score measuring deviation from expected non-interaction effect. (1) Cell line: EKVX. Drug 1: C1CCC(C1)C(CC#N)N2C=C(C=N2)C3=C4C=CNC4=NC=N3. Drug 2: C1=NC2=C(N=C(N=C2N1C3C(C(C(O3)CO)O)F)Cl)N. Synergy scores: CSS=8.30, Synergy_ZIP=-0.488, Synergy_Bliss=-0.978, Synergy_Loewe=-6.70, Synergy_HSA=-1.84. (2) Drug 1: CC1CCC2CC(C(=CC=CC=CC(CC(C(=O)C(C(C(=CC(C(=O)CC(OC(=O)C3CCCCN3C(=O)C(=O)C1(O2)O)C(C)CC4CCC(C(C4)OC)OCCO)C)C)O)OC)C)C)C)OC. Drug 2: CS(=O)(=O)OCCCCOS(=O)(=O)C. Cell line: SK-MEL-2. Synergy scores: CSS=41.1, Synergy_ZIP=-4.19, Synergy_Bliss=-6.53, Synergy_Loewe=-32.1, Synergy_HSA=2.61. (3) Drug 1: C1=C(C(=O)NC(=O)N1)F. Drug 2: CN(CCCl)CCCl.Cl. Cell line: EKVX. Synergy scores: CSS=22.1, Synergy_ZIP=-0.741, Synergy_Bliss=-2.70, Synergy_Loewe=-1.05, Synergy_HSA=-1.02. (4) Drug 1: CC1=CC=C(C=C1)C2=CC(=NN2C3=CC=C(C=C3)S(=O)(=O)N)C(F)(F)F. Drug 2: C1CCC(C(C1)N)N.C(=O)(C(=O)[O-])[O-].[Pt+4]. Cell line: SK-MEL-28. Synergy scores: CSS=2.52, Synergy_ZIP=-1.97, Synergy_Bliss=0.741, Synergy_Loewe=-9.04, Synergy_HSA=-2.40.